This data is from Peptide-MHC class I binding affinity with 185,985 pairs from IEDB/IMGT. The task is: Regression. Given a peptide amino acid sequence and an MHC pseudo amino acid sequence, predict their binding affinity value. This is MHC class I binding data. (1) The MHC is HLA-A02:11 with pseudo-sequence HLA-A02:11. The peptide sequence is MMQVWIQPL. The binding affinity (normalized) is 1.00. (2) The MHC is HLA-B45:01 with pseudo-sequence HLA-B45:01. The peptide sequence is PELKKPITW. The binding affinity (normalized) is 0. (3) The MHC is HLA-A01:01 with pseudo-sequence HLA-A01:01. The binding affinity (normalized) is 0.0895. The peptide sequence is LTGGVTLFF. (4) The peptide sequence is YLYLRPYAL. The MHC is HLA-C14:02 with pseudo-sequence HLA-C14:02. The binding affinity (normalized) is 0.536. (5) The peptide sequence is TERVRELAV. The MHC is HLA-B15:03 with pseudo-sequence HLA-B15:03. The binding affinity (normalized) is 0.0530. (6) The peptide sequence is ASYQFQLPY. The MHC is HLA-B08:01 with pseudo-sequence HLA-B08:01. The binding affinity (normalized) is 0.0847.